Dataset: Full USPTO retrosynthesis dataset with 1.9M reactions from patents (1976-2016). Task: Predict the reactants needed to synthesize the given product. (1) Given the product [NH2:4][C:5]1[S:6][C:7]2[C:16]3[CH:15]=[CH:14][C:13]([C:17]([OH:19])=[O:18])=[CH:12][C:11]=3[NH:10][C:9](=[O:20])[C:8]=2[N:21]=1, predict the reactants needed to synthesize it. The reactants are: C([NH:4][C:5]1[S:6][C:7]2[C:16]3[CH:15]=[CH:14][C:13]([C:17]([OH:19])=[O:18])=[CH:12][C:11]=3[NH:10][C:9](=[O:20])[C:8]=2[N:21]=1)(=O)C.Cl. (2) Given the product [O:55]1[C:59]2[CH:60]=[CH:61][CH:62]=[CH:63][C:58]=2[CH2:57][CH:56]1[CH2:64][N:65]1[CH2:70][CH2:69][N:68]([C:19](=[O:21])[CH2:18][O:17][CH:14]2[CH2:15][CH2:16][CH:11]([NH:10][C:7]3[CH:8]=[CH:9][C:4]([N+:1]([O-:3])=[O:2])=[C:5]([C:22]([F:25])([F:24])[F:23])[CH:6]=3)[CH2:12][CH2:13]2)[CH2:67][CH2:66]1, predict the reactants needed to synthesize it. The reactants are: [N+:1]([C:4]1[CH:9]=[CH:8][C:7]([NH:10][CH:11]2[CH2:16][CH2:15][CH:14]([O:17][CH2:18][C:19]([OH:21])=O)[CH2:13][CH2:12]2)=[CH:6][C:5]=1[C:22]([F:25])([F:24])[F:23])([O-:3])=[O:2].CCN=C=NCCCN(C)C.Cl.C1C=CC2N(O)N=NC=2C=1.C(N(CC)CC)C.[O:55]1[C:59]2[CH:60]=[CH:61][CH:62]=[CH:63][C:58]=2[CH2:57][CH:56]1[CH2:64][N:65]1[CH2:70][CH2:69][NH:68][CH2:67][CH2:66]1. (3) Given the product [I:36][C:9]1[N:10]([C:12]([C:25]2[CH:30]=[CH:29][CH:28]=[CH:27][CH:26]=2)([C:19]2[CH:20]=[CH:21][CH:22]=[CH:23][CH:24]=2)[C:13]2[CH:18]=[CH:17][CH:16]=[CH:15][CH:14]=2)[CH:11]=[C:7]([C:5]2[S:6][C:2]([CH3:1])=[CH:3][CH:4]=2)[N:8]=1, predict the reactants needed to synthesize it. The reactants are: [CH3:1][C:2]1[S:6][C:5]([C:7]2[N:8]=[CH:9][N:10]([C:12]([C:25]3[CH:30]=[CH:29][CH:28]=[CH:27][CH:26]=3)([C:19]3[CH:24]=[CH:23][CH:22]=[CH:21][CH:20]=3)[C:13]3[CH:18]=[CH:17][CH:16]=[CH:15][CH:14]=3)[CH:11]=2)=[CH:4][CH:3]=1.[Li]CCCC.[I:36]I.[NH4+].[Cl-]. (4) Given the product [CH3:41][O:8][C:6](=[O:7])[CH:4]=[CH:5][C:36]1[CH:37]=[CH:38][C:33]([C:30]2[CH:31]=[CH:32][C:27]([CH2:26][CH:22]([NH:21][C:19]([O:18][C:14]([CH3:17])([CH3:16])[CH3:15])=[O:20])[C:23]([OH:25])=[O:24])=[CH:28][CH:29]=2)=[CH:34][CH:35]=1, predict the reactants needed to synthesize it. The reactants are: [H-].[Na+].C[C:4](P(OC)(O)=O)([C:6]([O-:8])=[O:7])[CH3:5].[C:14]([O:18][C:19]([NH:21][CH:22]([CH2:26][C:27]1[CH:32]=[CH:31][C:30]([C:33]2[CH:38]=[CH:37][C:36](C=O)=[CH:35][CH:34]=2)=[CH:29][CH:28]=1)[C:23]([OH:25])=[O:24])=[O:20])([CH3:17])([CH3:16])[CH3:15].[CH3:41]CCCCC.